This data is from Forward reaction prediction with 1.9M reactions from USPTO patents (1976-2016). The task is: Predict the product of the given reaction. (1) Given the reactants [N:1]#[C:2]Br.C(=O)([O-])[O-].[Na+].[Na+].[O:10]1[CH2:14][CH2:13][O:12][CH:11]1[C:15]1[CH:20]=[CH:19][C:18]([C:21]2[C:30]([C:31]3[CH:36]=[CH:35][CH:34]=[CH:33][CH:32]=3)=[CH:29][C:28]3[C:23](=[CH:24][CH:25]=[N:26][C:27]=3[NH:37][NH2:38])[N:22]=2)=[CH:17][CH:16]=1, predict the reaction product. The product is: [O:12]1[CH2:13][CH2:14][O:10][CH:11]1[C:15]1[CH:20]=[CH:19][C:18]([C:21]2[C:30]([C:31]3[CH:36]=[CH:35][CH:34]=[CH:33][CH:32]=3)=[CH:29][C:28]3[C:27]4=[N:37][N:38]=[C:2]([NH2:1])[N:26]4[CH:25]=[CH:24][C:23]=3[N:22]=2)=[CH:17][CH:16]=1. (2) Given the reactants [Cl:1][C:2]1[CH:7]=[CH:6][C:5](/[CH:8]=[CH:9]/[CH2:10][CH2:11][CH2:12][C:13]#[C:14][P:15](=[O:22])([O:19][CH2:20][CH3:21])[O:16][CH2:17][CH3:18])=[CH:4][CH:3]=1, predict the reaction product. The product is: [Cl:1][C:2]1[CH:7]=[C:6]2[C:5](=[CH:4][CH:3]=1)[CH:8]=[C:9]1[CH2:10][CH2:11][CH2:12][C:13]1=[C:14]2[P:15](=[O:22])([O:16][CH2:17][CH3:18])[O:19][CH2:20][CH3:21]. (3) Given the reactants [CH3:1][O:2][C:3]1[CH:4]=[C:5]2[C:10](=[C:11]3[CH2:15][C:14]([CH3:17])([CH3:16])[O:13][C:12]=13)[C:9]([C:18]1[CH:23]=[CH:22][N+:21]([O-])=[CH:20][CH:19]=1)=[N:8][C:7]([CH3:26])([CH3:25])[CH2:6]2.Cl[C:28]1[CH:37]=[CH:36][C:35]2[C:30](=[CH:31][CH:32]=[CH:33][CH:34]=2)[N:29]=1.Br.C(O)(=[O:41])C.N, predict the reaction product. The product is: [CH3:1][O:2][C:3]1[CH:4]=[C:5]2[C:10](=[C:11]3[CH2:15][C:14]([CH3:17])([CH3:16])[O:13][C:12]=13)[C:9]([C:18]1[CH:23]=[CH:22][N:21]=[C:20]([N:29]3[C:30]4[C:35](=[CH:34][CH:33]=[CH:32][CH:31]=4)[CH:36]=[CH:37][C:28]3=[O:41])[CH:19]=1)=[N:8][C:7]([CH3:26])([CH3:25])[CH2:6]2.